This data is from Reaction yield outcomes from USPTO patents with 853,638 reactions. The task is: Predict the reaction yield, written as a fraction of the theoretical maximum amount of product (1.0 means a 100% yield; for example, 0.34 means a 34% yield). (1) The reactants are [H-].[Na+].[C:3]([CH2:5]P(=O)(OCC)OCC)#[N:4].[O:14]1[C:18]2[C:19]3[C:20](=O)[CH2:21][CH2:22][C:23]=3[CH:24]=[CH:25][C:17]=2[N:16]=[CH:15]1.[Cl-].[NH4+]. The catalyst is O1CCCC1. The product is [O:14]1[C:18]2[C:19]3[C:20](=[CH:5][C:3]#[N:4])[CH2:21][CH2:22][C:23]=3[CH:24]=[CH:25][C:17]=2[N:16]=[CH:15]1. The yield is 0.730. (2) The reactants are [CH3:1][O:2][C:3]1[CH:8]=[CH:7][CH:6]=[CH:5][C:4]=1[C:9]1[C:17]2[O:16][CH:15]([CH2:18][NH2:19])[CH2:14][C:13]=2[CH:12]=[CH:11][CH:10]=1.C(N(C(C)C)CC)(C)C.Cl[C:30]([O:32][CH2:33][C:34]1[CH:39]=[CH:38][CH:37]=[CH:36][CH:35]=1)=[O:31].C(OC(=O)NCC1CC2C=CC=C(C3CCCC3)C=2O1)C1C=CC=CC=1. No catalyst specified. The product is [CH2:33]([O:32][C:30](=[O:31])[NH:19][CH2:18][CH:15]1[CH2:14][C:13]2[CH:12]=[CH:11][CH:10]=[C:9]([C:4]3[CH:5]=[CH:6][CH:7]=[CH:8][C:3]=3[O:2][CH3:1])[C:17]=2[O:16]1)[C:34]1[CH:39]=[CH:38][CH:37]=[CH:36][CH:35]=1. The yield is 0.840. (3) The reactants are Cl[C:2]1[CH:30]=[CH:29][C:5]2[S:6][C:7]([S:10]([N:13]3[CH2:18][CH2:17][N:16]([C:19]4[C:24]([C:25]([F:28])([F:27])[F:26])=[CH:23][CH:22]=[CH:21][N:20]=4)[CH2:15][CH2:14]3)(=[O:12])=[O:11])=[C:8]([CH3:9])[C:4]=2[CH:3]=1.C(O[Na])(C)(C)C.[C:37]([N:44]1[CH2:49][CH2:48][NH:47][CH2:46][CH2:45]1)([O:39][C:40]([CH3:43])([CH3:42])[CH3:41])=[O:38]. The catalyst is C1C=CC(/C=C/C(/C=C/C2C=CC=CC=2)=O)=CC=1.C1C=CC(/C=C/C(/C=C/C2C=CC=CC=2)=O)=CC=1.C1C=CC(/C=C/C(/C=C/C2C=CC=CC=2)=O)=CC=1.[Pd].[Pd]. The product is [C:40]([O:39][C:37]([N:44]1[CH2:49][CH2:48][N:47]([C:2]2[CH:30]=[CH:29][C:5]3[S:6][C:7]([S:10]([N:13]4[CH2:18][CH2:17][N:16]([C:19]5[C:24]([C:25]([F:28])([F:27])[F:26])=[CH:23][CH:22]=[CH:21][N:20]=5)[CH2:15][CH2:14]4)(=[O:12])=[O:11])=[C:8]([CH3:9])[C:4]=3[CH:3]=2)[CH2:46][CH2:45]1)=[O:38])([CH3:43])([CH3:41])[CH3:42]. The yield is 0.680. (4) The reactants are [C:1]([C:3]1[CH:10]=[CH:9][C:6]([CH:7]=O)=[CH:5][CH:4]=1)#[N:2].Cl.[NH2:12][C@H:13]([C:16]([OH:18])=[O:17])[CH2:14][SH:15].O.O.O.C([O-])(=O)C.[Na+]. The catalyst is C(O)C.O. The product is [C:1]([C:3]1[CH:10]=[CH:9][C:6]([CH:7]2[NH:12][C@H:13]([C:16]([OH:18])=[O:17])[CH2:14][S:15]2)=[CH:5][CH:4]=1)#[N:2]. The yield is 0.440. (5) The reactants are Br[C:2]1[CH:7]=[CH:6][C:5]([CH2:8][C:9]([N:11]2[CH2:19][C:18]3[C:13](=[CH:14][CH:15]=[CH:16][CH:17]=3)[CH2:12]2)=O)=[CH:4][CH:3]=1.[B:20]1(B2OC(C)(C)C(C)(C)O2)[O:24]C(C)(C)C(C)(C)[O:21]1.C([O-])(=[O:40])C.[K+]. The catalyst is O1CCOCC1.C1C=CC(P(C2C=CC=CC=2)[C-]2C=CC=C2)=CC=1.C1C=CC(P(C2C=CC=CC=2)[C-]2C=CC=C2)=CC=1.Cl[Pd]Cl.[Fe+2].C(Cl)Cl. The product is [CH2:12]1[C:13]2[C:18](=[CH:17][CH:16]=[CH:15][CH:14]=2)[CH2:19][N:11]1[CH2:9][C:8]([C:5]1[CH:6]=[CH:7][C:2]([B:20]([OH:24])[OH:21])=[CH:3][CH:4]=1)=[O:40]. The yield is 0.530. (6) The reactants are [H-].[Na+].[OH:3][C:4]1[CH:5]=[C:6]2[C:10](=[CH:11][CH:12]=1)[C:9](=[O:13])[NH:8][C:7]2=[O:14].F[C:16]1[CH:21]=[CH:20][C:19]([N+:22]([O-:24])=[O:23])=[CH:18][CH:17]=1. The catalyst is CN(C=O)C.O. The product is [N+:22]([C:19]1[CH:20]=[CH:21][C:16]([O:3][C:4]2[CH:5]=[C:6]3[C:10](=[CH:11][CH:12]=2)[C:9](=[O:13])[NH:8][C:7]3=[O:14])=[CH:17][CH:18]=1)([O-:24])=[O:23]. The yield is 0.620.